This data is from Forward reaction prediction with 1.9M reactions from USPTO patents (1976-2016). The task is: Predict the product of the given reaction. (1) Given the reactants Cl.[Cl:2][C:3]1[CH:12]=[C:11]2[C:6]([C:7]([NH:13][C:14]3[CH:15]=[CH:16][C:17]([N:22]4[CH2:27][CH2:26][O:25][CH2:24][CH2:23]4)=[C:18]([CH2:20]O)[CH:19]=3)=[CH:8][CH:9]=[N:10]2)=[CH:5][CH:4]=1.S(Cl)(Cl)=O.[NH:32]1[CH2:36][CH2:35][CH2:34][CH2:33]1, predict the reaction product. The product is: [Cl:2][C:3]1[CH:12]=[C:11]2[C:6]([C:7]([NH:13][C:14]3[CH:15]=[CH:16][C:17]([N:22]4[CH2:27][CH2:26][O:25][CH2:24][CH2:23]4)=[C:18]([CH2:20][N:32]4[CH2:36][CH2:35][CH2:34][CH2:33]4)[CH:19]=3)=[CH:8][CH:9]=[N:10]2)=[CH:5][CH:4]=1. (2) Given the reactants Br[C:2]1[CH:3]=[C:4]([C:8]2[CH:13]=[CH:12][CH:11]=[CH:10][CH:9]=2)[CH:5]=[CH:6][CH:7]=1.[CH3:14][C:15]([CH3:30])([CH3:29])[C:16]([N:18]1[CH2:23][CH2:22][N:21]([C:24]([CH3:28])([CH3:27])[C:25]#[CH:26])[CH2:20][CH2:19]1)=[O:17].C(N(CC)CC)C, predict the reaction product. The product is: [C:4]1([C:8]2[CH:13]=[CH:12][CH:11]=[CH:10][CH:9]=2)[CH:5]=[CH:6][CH:7]=[C:2]([C:26]#[C:25][C:24]([N:21]2[CH2:20][CH2:19][N:18]([C:16](=[O:17])[C:15]([CH3:30])([CH3:29])[CH3:14])[CH2:23][CH2:22]2)([CH3:28])[CH3:27])[CH:3]=1. (3) Given the reactants C1([NH2+]C2CCCCC2)CCCCC1.C([NH:24][C@H:25]([C:30]([O-:32])=O)[C:26]([CH3:29])([CH3:28])[CH3:27])(OCC1C=CC=CC=1)=O.CCN(C(C)C)C(C)C.ClC(OCC(C)C)=O.[CH2:50]([CH2:52][NH2:53])[OH:51], predict the reaction product. The product is: [NH2:24][C@@H:25]([C:26]([CH3:27])([CH3:28])[CH3:29])[C:30]([NH:53][CH2:52][CH2:50][OH:51])=[O:32].